From a dataset of Forward reaction prediction with 1.9M reactions from USPTO patents (1976-2016). Predict the product of the given reaction. Given the reactants [Br:1][C:2]1[CH:3]=[C:4]([N+:18]([O-])=O)[C:5]([C:8]2[CH:13]=[CH:12][C:11]([S:14]([CH3:17])(=[O:16])=[O:15])=[CH:10][CH:9]=2)=[N:6][CH:7]=1.C1(P(C2C=CC=CC=2)C2C=CC=CC=2)C=CC=CC=1.ClC1C=CC=CC=1Cl, predict the reaction product. The product is: [Br:1][C:2]1[CH:7]=[N:6][C:5]2[C:8]3[CH:13]=[CH:12][C:11]([S:14]([CH3:17])(=[O:16])=[O:15])=[CH:10][C:9]=3[NH:18][C:4]=2[CH:3]=1.